From a dataset of Full USPTO retrosynthesis dataset with 1.9M reactions from patents (1976-2016). Predict the reactants needed to synthesize the given product. Given the product [CH3:31][N:7]1[C:2](=[O:1])[CH:3]=[CH:4][C:5]([CH2:8][N:9]2[C:17]3[C:12](=[CH:13][CH:14]=[CH:15][CH:16]=3)[C:11]3([C:21]4=[CH:22][C:23]5[O:27][CH2:26][O:25][C:24]=5[CH:28]=[C:20]4[O:19][CH2:18]3)[C:10]2=[O:29])=[CH:6]1, predict the reactants needed to synthesize it. The reactants are: [O:1]=[C:2]1[NH:7][CH:6]=[C:5]([CH2:8][N:9]2[C:17]3[C:12](=[CH:13][CH:14]=[CH:15][CH:16]=3)[C:11]3([C:21]4=[CH:22][C:23]5[O:27][CH2:26][O:25][C:24]=5[CH:28]=[C:20]4[O:19][CH2:18]3)[C:10]2=[O:29])[CH:4]=[CH:3]1.Br[C:31]1C=CC=C2C=1C=CN2.CI.BrCCCCC.